Dataset: Forward reaction prediction with 1.9M reactions from USPTO patents (1976-2016). Task: Predict the product of the given reaction. (1) Given the reactants [C:1]1([NH:7][C:8]2[N:13]=[C:12]([C:14]3[CH:19]=[CH:18][C:17]([C:20]([F:23])([F:22])[F:21])=[CH:16][CH:15]=3)[CH:11]=[CH:10][N:9]=2)[CH:6]=[CH:5][CH:4]=[CH:3][CH:2]=1.O.[Cl:25][S:26](O)(=[O:28])=[O:27], predict the reaction product. The product is: [F:21][C:20]([F:23])([F:22])[C:17]1[CH:18]=[CH:19][C:14]([C:12]2[CH:11]=[CH:10][N:9]=[C:8]([NH:7][C:1]3[CH:2]=[CH:3][C:4]([S:26]([Cl:25])(=[O:28])=[O:27])=[CH:5][CH:6]=3)[N:13]=2)=[CH:15][CH:16]=1. (2) The product is: [CH2:1]([N:4]([C:5]1[CH:10]=[CH:9][CH:8]=[CH:7][CH:6]=1)[CH2:21][CH:22]([OH:23])[CH2:24][OH:17])[CH3:2]. Given the reactants [CH2:1]([N:4](CC)[C:5]1[CH:10]=[CH:9][CH:8]=[CH:7][CH:6]=1)[CH:2]=C.C[N+]1([O-])CC[O:17]CC1.[CH3:21][C:22]([CH3:24])=[O:23].O.[O-]S([O-])(=S)=O.[Na+].[Na+], predict the reaction product. (3) Given the reactants [CH3:1][O:2][C:3]1[CH:8]=[CH:7][C:6]([O:9][CH3:10])=[CH:5][C:4]=1[CH2:11][CH2:12][NH2:13].Br[CH2:15][CH2:16][CH2:17][C:18]([O:20][CH2:21][CH3:22])=[O:19].C(N(C(C)C)CC)(C)C, predict the reaction product. The product is: [CH3:1][O:2][C:3]1[CH:8]=[CH:7][C:6]([O:9][CH3:10])=[CH:5][C:4]=1[CH2:11][CH2:12][NH:13][CH2:15][CH2:16][CH2:17][C:18]([O:20][CH2:21][CH3:22])=[O:19].